This data is from Full USPTO retrosynthesis dataset with 1.9M reactions from patents (1976-2016). The task is: Predict the reactants needed to synthesize the given product. (1) Given the product [CH:22]([NH:25][C:2]1[C:7]([C:8]([O:10][CH2:11][CH3:12])=[O:9])=[CH:6][N:5]=[C:4]([S:13][CH3:14])[N:3]=1)([CH3:24])[CH3:23], predict the reactants needed to synthesize it. The reactants are: Cl[C:2]1[C:7]([C:8]([O:10][CH2:11][CH3:12])=[O:9])=[CH:6][N:5]=[C:4]([S:13][CH3:14])[N:3]=1.C(N(CC)CC)C.[CH:22]([NH2:25])([CH3:24])[CH3:23]. (2) Given the product [F:32][C:7]([F:6])([F:33])[C@H:8]1[CH2:9][CH2:10][C@H:11]([NH:14][C:15](=[O:31])[C:16]2[CH:21]=[C:20]([N+:22]([O-:24])=[O:23])[C:19]([NH:4][CH2:3][CH:2]([F:5])[F:1])=[N:18][C:17]=2[O:26][CH2:27][CH:28]([F:30])[F:29])[CH2:12][CH2:13]1, predict the reactants needed to synthesize it. The reactants are: [F:1][CH:2]([F:5])[CH2:3][NH2:4].[F:6][C:7]([F:33])([F:32])[C@H:8]1[CH2:13][CH2:12][C@H:11]([NH:14][C:15](=[O:31])[C:16]2[CH:21]=[C:20]([N+:22]([O-:24])=[O:23])[C:19](Cl)=[N:18][C:17]=2[O:26][CH2:27][CH:28]([F:30])[F:29])[CH2:10][CH2:9]1.C1COCC1. (3) Given the product [Si:1]([O:8][C@@H:9]([C:25]1[CH:30]=[CH:29][CH:28]=[CH:27][C:26]=1[C:31]1[CH:32]=[CH:33][C:34]([Cl:37])=[CH:35][CH:36]=1)[CH:10]1[CH2:15][CH2:14][N:13]([C:16]2[CH:24]=[CH:23][C:19]([C:20]([NH:65][S:62]([C:59]3[CH:60]=[CH:61][C:56]([NH:55][C@H:46]([CH2:45][CH2:44][N:41]4[CH2:40][CH2:39][O:38][CH2:43][CH2:42]4)[CH2:47][S:48][C:49]4[CH:50]=[CH:51][CH:52]=[CH:53][CH:54]=4)=[C:57]([N+:66]([O-:68])=[O:67])[CH:58]=3)(=[O:64])=[O:63])=[O:22])=[CH:18][CH:17]=2)[CH2:12][CH2:11]1)([C:4]([CH3:7])([CH3:6])[CH3:5])([CH3:3])[CH3:2], predict the reactants needed to synthesize it. The reactants are: [Si:1]([O:8][C@@H:9]([C:25]1[CH:30]=[CH:29][CH:28]=[CH:27][C:26]=1[C:31]1[CH:36]=[CH:35][C:34]([Cl:37])=[CH:33][CH:32]=1)[CH:10]1[CH2:15][CH2:14][N:13]([C:16]2[CH:24]=[CH:23][C:19]([C:20]([OH:22])=O)=[CH:18][CH:17]=2)[CH2:12][CH2:11]1)([C:4]([CH3:7])([CH3:6])[CH3:5])([CH3:3])[CH3:2].[O:38]1[CH2:43][CH2:42][N:41]([CH2:44][CH2:45][C@@H:46]([NH:55][C:56]2[CH:61]=[CH:60][C:59]([S:62]([NH2:65])(=[O:64])=[O:63])=[CH:58][C:57]=2[N+:66]([O-:68])=[O:67])[CH2:47][S:48][C:49]2[CH:54]=[CH:53][CH:52]=[CH:51][CH:50]=2)[CH2:40][CH2:39]1. (4) Given the product [Cl:2][C:3]1[C:4]([F:28])=[C:5]([CH:25]=[CH:26][CH:27]=1)[NH:6][C:7]1[C:16]2[C:11](=[CH:12][C:13]([O:23][CH3:24])=[C:14]([O:17][C@@H:18]3[CH2:22][CH2:21][N:20]([CH3:29])[CH2:19]3)[CH:15]=2)[N:10]=[CH:9][N:8]=1, predict the reactants needed to synthesize it. The reactants are: Cl.[Cl:2][C:3]1[C:4]([F:28])=[C:5]([CH:25]=[CH:26][CH:27]=1)[NH:6][C:7]1[C:16]2[C:11](=[CH:12][C:13]([O:23][CH3:24])=[C:14]([O:17][C@@H:18]3[CH2:22][CH2:21][NH:20][CH2:19]3)[CH:15]=2)[N:10]=[CH:9][N:8]=1.[CH2:29]=O.